Dataset: Forward reaction prediction with 1.9M reactions from USPTO patents (1976-2016). Task: Predict the product of the given reaction. Given the reactants [C:1]1([C@H:7]2[C:16]3[C:11](=[CH:12][CH:13]=[CH:14][CH:15]=3)[CH2:10][CH2:9][NH:8]2)[CH:6]=[CH:5][CH:4]=[CH:3][CH:2]=1.Cl[C:18]([O:20][CH2:21][CH3:22])=[O:19], predict the reaction product. The product is: [C:1]1([C@H:7]2[C:16]3[C:11](=[CH:12][CH:13]=[CH:14][CH:15]=3)[CH2:10][CH2:9][N:8]2[C:18]([O:20][CH2:21][CH3:22])=[O:19])[CH:2]=[CH:3][CH:4]=[CH:5][CH:6]=1.